From a dataset of Full USPTO retrosynthesis dataset with 1.9M reactions from patents (1976-2016). Predict the reactants needed to synthesize the given product. (1) The reactants are: [NH2:1][C:2]1[CH:7]=[CH:6][C:5](B(O)O)=[CH:4][C:3]=1[N+:11]([O-])=O.Cl[C:15](Cl)([O:17]C(=O)OC(Cl)(Cl)Cl)Cl.[CH2:26]([N:33]1[CH2:38][CH2:37][CH:36]([N:39]2[C:43]3=[N:44][C:45](Cl)=[N:46][C:47]([N:48]4[CH2:53][CH2:52][O:51][CH2:50][CH2:49]4)=[C:42]3[CH:41]=[N:40]2)[CH2:35][CH2:34]1)[C:27]1[CH:32]=[CH:31][CH:30]=[CH:29][CH:28]=1.C([O-])([O-])=O.[Na+].[Na+]. Given the product [CH2:26]([N:33]1[CH2:38][CH2:37][CH:36]([N:39]2[C:43]3=[N:44][C:45]([C:5]4[CH:6]=[CH:7][C:2]5[NH:1][C:15](=[O:17])[NH:11][C:3]=5[CH:4]=4)=[N:46][C:47]([N:48]4[CH2:53][CH2:52][O:51][CH2:50][CH2:49]4)=[C:42]3[CH:41]=[N:40]2)[CH2:35][CH2:34]1)[C:27]1[CH:32]=[CH:31][CH:30]=[CH:29][CH:28]=1, predict the reactants needed to synthesize it. (2) Given the product [C:12]1([C:10]([N:9]2[CH2:8][CH2:7][NH:6][C:5]3[N:18]=[CH:19][C:2]([C:22]4[CH:21]=[N:20][CH:25]=[CH:24][CH:23]=4)=[CH:3][C:4]2=3)=[O:11])[CH:17]=[CH:16][CH:15]=[CH:14][CH:13]=1, predict the reactants needed to synthesize it. The reactants are: I[C:2]1[CH:19]=[N:18][C:5]2[NH:6][CH2:7][CH2:8][N:9]([C:10]([C:12]3[CH:17]=[CH:16][CH:15]=[CH:14][CH:13]=3)=[O:11])[C:4]=2[CH:3]=1.[N:20]1[CH:25]=[CH:24][CH:23]=[C:22](B(O)O)[CH:21]=1. (3) Given the product [N:22]1([C:20](=[O:21])[CH2:19][NH:18][S:15]([C:12]2[S:11][C:10]([NH:9][C:8]([N:7]([CH:1]3[CH2:2][CH2:3][CH2:4][CH2:5][CH2:6]3)[C@H:29]3[CH2:30][CH2:31][C@H:32]([CH3:35])[CH2:33][CH2:34]3)=[O:28])=[N:14][CH:13]=2)(=[O:16])=[O:17])[CH2:23][CH2:24][O:51][CH2:26][CH2:25]1, predict the reactants needed to synthesize it. The reactants are: [CH:1]1([N:7]([C@H:29]2[CH2:34][CH2:33][C@H:32]([CH3:35])[CH2:31][CH2:30]2)[C:8](=[O:28])[NH:9][C:10]2[S:11][C:12]([S:15]([N:18](C)[CH2:19][C:20]([N:22]([CH2:25][CH3:26])[CH2:23][CH3:24])=[O:21])(=[O:17])=[O:16])=[CH:13][N:14]=2)[CH2:6][CH2:5][CH2:4][CH2:3][CH2:2]1.C1(N([C@H]2CC[C@H](C)CC2)C(=O)NC2SC(S(NCC(O)=O)(=O)=[O:51])=CN=2)CCCCC1.N1CCOCC1. (4) Given the product [CH3:1][O:2][C:3]([C:5]1[C:9]([NH:10][C:11](=[O:23])[C:12]2[CH:17]=[CH:16][CH:15]=[C:14]([C:18]3[CH:19]=[N:20][N:21]([CH2:43][CH2:42][CH2:41][CH2:40][CH2:39][CH2:38][NH2:37])[CH:22]=3)[CH:13]=2)=[CH:8][N:7]([CH:24]2[CH2:29][CH2:28][O:27][CH2:26][CH2:25]2)[N:6]=1)=[O:4], predict the reactants needed to synthesize it. The reactants are: [CH3:1][O:2][C:3]([C:5]1[C:9]([NH:10][C:11](=[O:23])[C:12]2[CH:17]=[CH:16][CH:15]=[C:14]([C:18]3[CH:19]=[N:20][NH:21][CH:22]=3)[CH:13]=2)=[CH:8][N:7]([CH:24]2[CH2:29][CH2:28][O:27][CH2:26][CH2:25]2)[N:6]=1)=[O:4].C(OC([NH:37][CH2:38][CH2:39][CH2:40][CH2:41][CH2:42][CH2:43]OS(C)(=O)=O)=O)(C)(C)C.C(=O)([O-])[O-].[K+].[K+].Cl. (5) Given the product [Br:32][C:33]1[C:38]([F:39])=[CH:37][C:36]([O:5][C@H:6]2[CH2:11][CH2:10][CH2:9][N:8]([CH:12]3[CH2:17][CH2:16][N:15]([C:18]([O:20][C:21]([CH3:24])([CH3:23])[CH3:22])=[O:19])[CH2:14][CH2:13]3)[C:7]2=[O:25])=[C:35]([F:41])[CH:34]=1, predict the reactants needed to synthesize it. The reactants are: CS([O:5][C@@H:6]1[CH2:11][CH2:10][CH2:9][N:8]([CH:12]2[CH2:17][CH2:16][N:15]([C:18]([O:20][C:21]([CH3:24])([CH3:23])[CH3:22])=[O:19])[CH2:14][CH2:13]2)[C:7]1=[O:25])(=O)=O.C(=O)([O-])[O-].[K+].[K+].[Br:32][C:33]1[C:38]([F:39])=[CH:37][C:36](O)=[C:35]([F:41])[CH:34]=1. (6) Given the product [CH3:1][C@@H:2]1[N:6]([C:7]([O:9][C:10]([CH3:13])([CH3:12])[CH3:11])=[O:8])[C@H:5]([C:14]([O:16][CH2:17][C:18]([C:20]2[CH:21]=[CH:22][C:23]3[C:32]4[CH:31]=[C:30]5[CH2:33][CH2:34][CH:35]([O:55][C:53]([C@@H:48]6[CH2:49][CH2:50][C@H:51]([CH3:52])[N:47]6[C:45]([O:44][C:40]([CH3:41])([CH3:43])[CH3:42])=[O:46])=[O:54])[C:36](=[O:37])[C:29]5=[CH:28][C:27]=4[O:26][CH2:25][C:24]=3[CH:39]=2)=[O:19])=[O:15])[CH2:4][CH2:3]1, predict the reactants needed to synthesize it. The reactants are: [CH3:1][C@@H:2]1[N:6]([C:7]([O:9][C:10]([CH3:13])([CH3:12])[CH3:11])=[O:8])[C@H:5]([C:14]([O:16][CH2:17][C:18]([C:20]2[CH:21]=[CH:22][C:23]3[C:32]4[CH:31]=[C:30]5[CH2:33][CH2:34][CH:35](Br)[C:36](=[O:37])[C:29]5=[CH:28][C:27]=4[O:26][CH2:25][C:24]=3[CH:39]=2)=[O:19])=[O:15])[CH2:4][CH2:3]1.[C:40]([O:44][C:45]([N:47]1[C@@H:51]([CH3:52])[CH2:50][CH2:49][C@H:48]1[C:53]([OH:55])=[O:54])=[O:46])([CH3:43])([CH3:42])[CH3:41].C([O-])([O-])=O.[Cs+].[Cs+]. (7) Given the product [F:27][C:24]1([F:26])[CH2:23][NH:22][C@H:21]([CH2:19][NH:18][CH:11]2[CH:12]3[CH2:17][C:8]4([OH:7])[CH2:15][CH:14]([CH2:16][CH:10]2[CH2:9]4)[CH2:13]3)[CH2:25]1, predict the reactants needed to synthesize it. The reactants are: [H-].[Al+3].[Li+].[H-].[H-].[H-].[OH:7][C:8]12[CH2:17][CH:12]3[CH2:13][CH:14]([CH2:16][CH:10]([CH:11]3[NH:18][C:19]([C@@H:21]3[CH2:25][C:24]([F:27])([F:26])[CH2:23][NH:22]3)=O)[CH2:9]1)[CH2:15]2. (8) Given the product [OH:11][C:6]1[C:7](=[O:9])[CH:8]=[C:3]([O:2][CH3:1])[C:4](=[O:26])[C:5]=1[CH2:13][CH2:14][CH2:15][CH2:16][CH2:17][CH2:18][CH2:19][CH2:20][CH2:21][CH2:22][CH2:23][CH2:24][CH3:25], predict the reactants needed to synthesize it. The reactants are: [CH3:1][O:2][C:3]1[CH:8]=[C:7]([O:9]C)[C:6]([O:11]C)=[C:5]([CH2:13][CH2:14][CH2:15][CH2:16][CH2:17][CH2:18][CH2:19][CH2:20][CH2:21][CH2:22][CH2:23][CH2:24][CH3:25])[C:4]=1[O:26]C.[N+]([O-])([O-])=O.[NH4+].[Ce+4].[N+]([O-])([O-])=O.[N+]([O-])([O-])=O.[N+]([O-])([O-])=O.[N+]([O-])([O-])=O.O.Cl(O)(=O)(=O)=O. (9) Given the product [Cl:9][C:6]1[N:5]=[CH:4][N:3]=[C:2]([NH:13][C:12]2[CH:14]=[CH:15][CH:16]=[CH:17][C:11]=2[Cl:10])[C:7]=1[NH2:8], predict the reactants needed to synthesize it. The reactants are: Cl[C:2]1[C:7]([NH2:8])=[C:6]([Cl:9])[N:5]=[CH:4][N:3]=1.[Cl:10][C:11]1[CH:17]=[CH:16][CH:15]=[CH:14][C:12]=1[NH2:13]. (10) Given the product [CH3:4][N:3]([CH2:5][CH:6]1[CH2:14][C:13]2[C:8](=[CH:9][CH:10]=[C:11]([O:15][C:16]([F:19])([F:17])[F:18])[CH:12]=2)[C:7]1=[O:20])[CH3:2], predict the reactants needed to synthesize it. The reactants are: Cl.[CH3:2][N:3]([CH2:5][CH:6]1[CH2:14][C:13]2[C:8](=[CH:9][CH:10]=[C:11]([O:15][C:16]([F:19])([F:18])[F:17])[CH:12]=2)[C:7]1=[O:20])[CH3:4].[OH-].[Na+].